From a dataset of NCI-60 drug combinations with 297,098 pairs across 59 cell lines. Regression. Given two drug SMILES strings and cell line genomic features, predict the synergy score measuring deviation from expected non-interaction effect. Drug 1: C1CC(C1)(C(=O)O)C(=O)O.[NH2-].[NH2-].[Pt+2]. Drug 2: CC1=C(C=C(C=C1)NC(=O)C2=CC=C(C=C2)CN3CCN(CC3)C)NC4=NC=CC(=N4)C5=CN=CC=C5. Cell line: ACHN. Synergy scores: CSS=24.8, Synergy_ZIP=-3.72, Synergy_Bliss=-0.267, Synergy_Loewe=-2.70, Synergy_HSA=-2.54.